This data is from Forward reaction prediction with 1.9M reactions from USPTO patents (1976-2016). The task is: Predict the product of the given reaction. Given the reactants [F:1][C:2]([F:34])([F:33])[C:3]1[CH:8]=[CH:7][C:6]([C:9]2[CH:10]=[C:11]([CH:30]=[CH:31][CH:32]=2)[CH2:12][O:13][C:14]2[CH:19]=[CH:18][C:17](/[CH:20]=[CH:21]/[C:22]([O:24][CH3:25])=[O:23])=[C:16]([O:26][CH2:27][C:28]#[CH:29])[CH:15]=2)=[CH:5][CH:4]=1.C1CCN2C(=NCCC2)CC1.O.CCOC(C)=O.[N+:53]([CH3:56])([O-:55])=[O:54], predict the reaction product. The product is: [F:1][C:2]([F:33])([F:34])[C:3]1[CH:4]=[CH:5][C:6]([C:9]2[CH:10]=[C:11]([CH:30]=[CH:31][CH:32]=2)[CH2:12][O:13][C:14]2[CH:19]=[CH:18][C:17]([CH:20]([CH2:56][N+:53]([O-:55])=[O:54])[CH2:21][C:22]([O:24][CH3:25])=[O:23])=[C:16]([O:26][CH2:27][C:28]#[CH:29])[CH:15]=2)=[CH:7][CH:8]=1.